From a dataset of Catalyst prediction with 721,799 reactions and 888 catalyst types from USPTO. Predict which catalyst facilitates the given reaction. (1) Reactant: [CH3:1][S-:2].[Na+].Br[C:5]1[CH:6]=[CH:7][C:8](/[C:13](/[C:32]2[CH:37]=[CH:36][C:35]([C:38]([CH3:41])([CH3:40])[CH3:39])=[CH:34][CH:33]=2)=[CH:14]/[C@@H:15]2[N:19]([CH2:20][C:21]3[CH:26]=[CH:25][C:24]([O:27][CH3:28])=[CH:23][C:22]=3[O:29][CH3:30])[C:18](=[O:31])[CH2:17][CH2:16]2)=[N:9][C:10]=1[O:11][CH3:12].O. Product: [C:38]([C:35]1[CH:36]=[CH:37][C:32](/[C:13](/[C:8]2[CH:7]=[CH:6][C:5]([S:2][CH3:1])=[C:10]([O:11][CH3:12])[N:9]=2)=[CH:14]\[C@@H:15]2[N:19]([CH2:20][C:21]3[CH:26]=[CH:25][C:24]([O:27][CH3:28])=[CH:23][C:22]=3[O:29][CH3:30])[C:18](=[O:31])[CH2:17][CH2:16]2)=[CH:33][CH:34]=1)([CH3:41])([CH3:40])[CH3:39]. The catalyst class is: 9. (2) Reactant: [N:1]1[CH:6]=[C:5]([CH2:7][C:8](OCC)=[O:9])[CH:4]=[N:3][CH:2]=1.[BH4-].[Na+]. Product: [N:1]1[CH:6]=[C:5]([CH2:7][CH2:8][OH:9])[CH:4]=[N:3][CH:2]=1. The catalyst class is: 8.